Dataset: NCI-60 drug combinations with 297,098 pairs across 59 cell lines. Task: Regression. Given two drug SMILES strings and cell line genomic features, predict the synergy score measuring deviation from expected non-interaction effect. (1) Drug 1: CCCS(=O)(=O)NC1=C(C(=C(C=C1)F)C(=O)C2=CNC3=C2C=C(C=N3)C4=CC=C(C=C4)Cl)F. Drug 2: COCCOC1=C(C=C2C(=C1)C(=NC=N2)NC3=CC=CC(=C3)C#C)OCCOC.Cl. Cell line: HL-60(TB). Synergy scores: CSS=18.4, Synergy_ZIP=3.62, Synergy_Bliss=15.5, Synergy_Loewe=4.65, Synergy_HSA=4.33. (2) Drug 1: CC1C(C(CC(O1)OC2CC(CC3=C2C(=C4C(=C3O)C(=O)C5=C(C4=O)C(=CC=C5)OC)O)(C(=O)CO)O)N)O.Cl. Drug 2: C1=CC(=CC=C1CCC2=CNC3=C2C(=O)NC(=N3)N)C(=O)NC(CCC(=O)O)C(=O)O. Cell line: SK-OV-3. Synergy scores: CSS=53.8, Synergy_ZIP=-1.24, Synergy_Bliss=-4.64, Synergy_Loewe=0.892, Synergy_HSA=-0.938.